Task: Predict the reactants needed to synthesize the given product.. Dataset: Full USPTO retrosynthesis dataset with 1.9M reactions from patents (1976-2016) Given the product [F:6][C:7]1[C:12]([F:13])=[C:11]([B:22]2[O:26][C:25]([CH3:28])([CH3:27])[C:24]([CH3:30])([CH3:29])[O:23]2)[CH:10]=[CH:9][C:8]=1[Si:14]([CH3:17])([CH3:16])[CH3:15], predict the reactants needed to synthesize it. The reactants are: C([Li])(CC)C.[F:6][C:7]1[C:12]([F:13])=[CH:11][CH:10]=[CH:9][C:8]=1[Si:14]([CH3:17])([CH3:16])[CH3:15].C(O[B:22]1[O:26][C:25]([CH3:28])([CH3:27])[C:24]([CH3:30])([CH3:29])[O:23]1)(C)C.